Task: Binary Classification. Given a miRNA mature sequence and a target amino acid sequence, predict their likelihood of interaction.. Dataset: Experimentally validated miRNA-target interactions with 360,000+ pairs, plus equal number of negative samples (1) The miRNA is hsa-miR-412-5p with sequence UGGUCGACCAGUUGGAAAGUAAU. The protein sequence of the target gene is MAAQLNVEQLEVSLDGLTLSPDSEERPGAEGAPPQTPPSSAPGNGLGSGASGQQREPGEAAAEGAAEEARRMEQHWGFGLEELYGLALRFYKIKDGKAFHPTYEEKLKFVALHKQVLLGPYNPDTSPEVGFFDVLGNDRRREWAALGNMSKEDAMVEFVKLLNKCCPLLSAYVASHRIEKEEEEKRRKAEEERRQREEEERERLQKEEEKRKREKEDRLRREEEERRRIEEERLRLEQQKQQIMAALNSQTAVQFQQYAAQQYPGNYEQQQILIRQLQEQHYQQYMQQLYQVQLAQQQAA.... Result: 0 (no interaction). (2) The miRNA is hsa-miR-548j-3p with sequence CAAAAACUGCAUUACUUUUGC. The protein sequence of the target gene is MAWPKLPAPWLLLCTWLPAGCLSLLVTVQHTERYVTLFASIILKCDYTTSAQLQDVVVTWRFKSFCKDPIFDYYSASYQAALSLGQDPSNDCNDNQREVRIVAQRRGQNEPVLGVDYRQRKITIQNRADLVINEVMWWDHGVYYCTIEAPGDTSGDPDKEVKLIVLHWLTVIFIILGALLLLLLIGVCWCQCCPQYCCCYIRCPCCPAHCCCPEEALARHRYMKQAQALGPQMMGKPLYWGADRSSQVSSYPMHPLLQRDLSLPSSLPQMPMTQTTNQPPIANGVLEYLEKELRNLNLAQ.... Result: 1 (interaction).